Task: Predict the reactants needed to synthesize the given product.. Dataset: Full USPTO retrosynthesis dataset with 1.9M reactions from patents (1976-2016) Given the product [CH3:1][C@@:2]12[C:18](=[O:19])[CH2:17][CH2:16][C@H:15]1[CH2:14][C@@H:13]1[C@H:4]([CH2:5][CH2:6][C@H:7]3[C@@:12]1([CH3:20])[CH2:11][CH2:10][C@H:9]([O:21][CH2:31][O:32][CH3:33])[CH2:8]3)[CH2:3]2, predict the reactants needed to synthesize it. The reactants are: [CH3:1][C@@:2]12[C:18](=[O:19])[CH2:17][CH2:16][C@H:15]1[CH2:14][C@@H:13]1[C@H:4]([CH2:5][CH2:6][C@H:7]3[C@@:12]1([CH3:20])[CH2:11][CH2:10][C@H:9]([OH:21])[CH2:8]3)[CH2:3]2.CCN(C(C)C)C(C)C.[CH3:31][O:32][CH2:33]Cl.O.